Dataset: Full USPTO retrosynthesis dataset with 1.9M reactions from patents (1976-2016). Task: Predict the reactants needed to synthesize the given product. (1) Given the product [F:6][C:7]1[CH:12]=[C:11]([F:13])[CH:10]=[CH:9][C:8]=1[N:14]1[C:15](=[O:23])[C:16]2[CH:17]=[CH:18][CH:19]=[CH:20][C:5]=2[O:4][C:2]1=[O:3], predict the reactants needed to synthesize it. The reactants are: Cl[C:2]([O:4][CH3:5])=[O:3].[F:6][C:7]1[CH:12]=[C:11]([F:13])[CH:10]=[CH:9][C:8]=1[NH:14][C:15](=[O:23])[C:16]1C=[CH:20][CH:19]=[CH:18][C:17]=1O.Cl. (2) Given the product [F:14][C:13]([F:16])([F:15])[C:8]1[CH:9]=[CH:10][CH:11]=[C:12]2[C:7]=1[NH:6][C:4](=[O:5])[C:3]2=[O:19], predict the reactants needed to synthesize it. The reactants are: ON=[CH:3][C:4]([NH:6][C:7]1[CH:12]=[CH:11][CH:10]=[CH:9][C:8]=1[C:13]([F:16])([F:15])[F:14])=[O:5].C(N)(=[O:19])C. (3) Given the product [NH:1]1[C:9]2[C:4](=[CH:5][CH:6]=[C:7]([CH2:10][CH2:11][C:12](=[O:19])[CH2:13][C:14]([O:16][CH2:17][CH3:18])=[O:15])[CH:8]=2)[CH:3]=[CH:2]1, predict the reactants needed to synthesize it. The reactants are: [NH:1]1[C:9]2[C:4](=[CH:5][CH:6]=[C:7](/[CH:10]=[CH:11]/[C:12](=[O:19])[CH2:13][C:14]([O:16][CH2:17][CH3:18])=[O:15])[CH:8]=2)[CH:3]=[CH:2]1.[H][H].